Predict the product of the given reaction. From a dataset of Forward reaction prediction with 1.9M reactions from USPTO patents (1976-2016). (1) Given the reactants Br[N:2]([NH:6][C:7]1[CH:12]=[CH:11][CH:10]=[CH:9][CH:8]=1)[C:3]([NH2:5])=[O:4].N1[CH:18]=[C:17](B(O)O)[CH:16]=[N:15][CH:14]=1.[CH3:22]N(C=O)C.CCN(CC)CC, predict the reaction product. The product is: [N:15]1[CH:14]=[CH:22][CH:18]=[CH:17][C:16]=1[N:2]([NH:6][C:7]1[CH:12]=[CH:11][CH:10]=[CH:9][CH:8]=1)[C:3]([NH2:5])=[O:4]. (2) The product is: [CH3:13][O:14][C:15](=[O:24])[C:16]1[CH:21]=[CH:20][C:19]([CH3:22])=[C:18]([NH:23][C:10](=[O:11])[CH:9]=[CH:8][C:4]2[CH:3]=[N:2][CH:7]=[CH:6][CH:5]=2)[CH:17]=1. Given the reactants Cl.[N:2]1[CH:7]=[CH:6][CH:5]=[C:4]([CH:8]=[CH:9][C:10](Cl)=[O:11])[CH:3]=1.[CH3:13][O:14][C:15](=[O:24])[C:16]1[CH:21]=[CH:20][C:19]([CH3:22])=[C:18]([NH2:23])[CH:17]=1.C(N(CC)CC)C, predict the reaction product. (3) Given the reactants Cl.[Cl:2][C:3]1[CH:4]=[C:5]2[C:9](=[CH:10][CH:11]=1)[NH:8][CH:7]=[C:6]2[CH2:12][CH2:13][NH2:14].[OH:15][CH2:16][C@H:17]([NH:25][C:26](=[O:30])[C:27](O)=[O:28])[CH2:18][C:19]1[CH:24]=[CH:23][CH:22]=[CH:21][CH:20]=1.CN(C(ON1N=NC2C=CC=NC1=2)=[N+](C)C)C.F[P-](F)(F)(F)(F)F.C(N(CC)C(C)C)(C)C, predict the reaction product. The product is: [Cl:2][C:3]1[CH:4]=[C:5]2[C:9](=[CH:10][CH:11]=1)[NH:8][CH:7]=[C:6]2[CH2:12][CH2:13][NH:14][C:27](=[O:28])[C:26]([NH:25][C@H:17]([CH2:18][C:19]1[CH:20]=[CH:21][CH:22]=[CH:23][CH:24]=1)[CH2:16][OH:15])=[O:30]. (4) Given the reactants [Cl:1][C:2]1[N:11]=[CH:10][C:9]2[NH:8][CH2:7][CH:6]3[CH2:12][O:13][CH2:14][CH2:15][N:5]3[C:4]=2[N:3]=1.CC(C)([O-])C.[Na+].Br[CH2:23][C:24]1[CH:29]=[CH:28][C:27]([S:30]([CH3:33])(=[O:32])=[O:31])=[CH:26][CH:25]=1, predict the reaction product. The product is: [Cl:1][C:2]1[N:11]=[CH:10][C:9]2[N:8]([CH2:23][C:24]3[CH:25]=[CH:26][C:27]([S:30]([CH3:33])(=[O:32])=[O:31])=[CH:28][CH:29]=3)[CH2:7][CH:6]3[CH2:12][O:13][CH2:14][CH2:15][N:5]3[C:4]=2[N:3]=1. (5) Given the reactants C([O:5][C:6]([C@:8]1([CH2:33][CH:34]([CH3:36])[CH3:35])[CH2:12][C@H:11]([C:13]([NH2:15])=[O:14])[C@H:10]([C:16]2[S:17][CH:18]=[CH:19][CH:20]=2)[N:9]1[C:21](=[O:32])[C:22]1[CH:27]=[CH:26][C:25]([C:28]([CH3:31])([CH3:30])[CH3:29])=[CH:24][CH:23]=1)=[O:7])(C)(C)C.[NH:37]1CC[CH2:39][CH2:38]1, predict the reaction product. The product is: [C:28]([C:25]1[CH:26]=[CH:27][C:22]([C:21]([N:9]2[C@@H:10]([C:16]3[S:17][CH:18]=[CH:19][CH:20]=3)[C@H:11]([C:13]3[O:14][N:37]=[C:38]([CH3:39])[N:15]=3)[CH2:12][C@@:8]2([CH2:33][CH:34]([CH3:36])[CH3:35])[C:6]([OH:5])=[O:7])=[O:32])=[CH:23][CH:24]=1)([CH3:30])([CH3:31])[CH3:29]. (6) The product is: [CH2:17]([N:12]1[CH2:11][CH2:10][CH:9]([C:5]2[CH:6]=[CH:7][CH:8]=[C:3]([C:2]([F:1])([F:15])[F:16])[CH:4]=2)[CH2:14][CH2:13]1)[CH2:18][CH3:19]. Given the reactants [F:1][C:2]([F:16])([F:15])[C:3]1[CH:4]=[C:5]([CH:9]2[CH2:14][CH2:13][NH:12][CH2:11][CH2:10]2)[CH:6]=[CH:7][CH:8]=1.[CH2:17](I)[CH2:18][CH3:19].Cl, predict the reaction product. (7) Given the reactants [NH2:1][C:2]1[CH:3]=[CH:4][C:5]([C:8]2[CH:16]=[C:15]3[C:11]([CH2:12][N:13]([C@@H:18]([CH:23]([CH3:25])[CH3:24])[C:19]([O:21][CH3:22])=[O:20])[C:14]3=[O:17])=[CH:10][CH:9]=2)=[N:6][CH:7]=1.[C:26]1([C:32]2[O:33][C:34]([C:40](F)(F)F)=[C:35]([C:37](O)=[O:38])[N:36]=2)[CH:31]=[CH:30][CH:29]=[CH:28][CH:27]=1, predict the reaction product. The product is: [CH3:24][CH:23]([CH3:25])[C@H:18]([N:13]1[CH2:12][C:11]2[C:15](=[CH:16][C:8]([C:5]3[CH:4]=[CH:3][C:2]([NH:1][C:37]([C:35]4[N:36]=[C:32]([C:26]5[CH:31]=[CH:30][CH:29]=[CH:28][CH:27]=5)[O:33][C:34]=4[CH3:40])=[O:38])=[CH:7][N:6]=3)=[CH:9][CH:10]=2)[C:14]1=[O:17])[C:19]([O:21][CH3:22])=[O:20]. (8) Given the reactants C(N(CC)CC)C.[CH3:8][S:9](Cl)(=[O:11])=[O:10].[C:13]([NH:17][C:18]([C:20]1[CH:24]=[C:23]([C:25]2[CH:30]=[CH:29][C:28]([CH2:31][NH2:32])=[CH:27][N:26]=2)[N:22]([C:33]2[CH:38]=[CH:37][CH:36]=[CH:35][CH:34]=2)[N:21]=1)=[O:19])([CH3:16])([CH3:15])[CH3:14].O, predict the reaction product. The product is: [C:13]([NH:17][C:18]([C:20]1[CH:24]=[C:23]([C:25]2[CH:30]=[CH:29][C:28]([CH2:31][NH:32][S:9]([CH3:8])(=[O:11])=[O:10])=[CH:27][N:26]=2)[N:22]([C:33]2[CH:38]=[CH:37][CH:36]=[CH:35][CH:34]=2)[N:21]=1)=[O:19])([CH3:16])([CH3:14])[CH3:15].